This data is from Full USPTO retrosynthesis dataset with 1.9M reactions from patents (1976-2016). The task is: Predict the reactants needed to synthesize the given product. (1) Given the product [Cl:29][C:30]1[CH:37]=[CH:36][C:33]([CH2:34][N:25]2[CH2:24][CH2:23][CH:22]([N:21]([CH3:28])[C:19](=[O:20])[CH2:18][O:17][C:4]3[N:3]=[C:2]([CH3:1])[C:7]([NH:8][C:9](=[O:15])[O:10][C:11]([CH3:14])([CH3:12])[CH3:13])=[C:6]([CH3:16])[N:5]=3)[CH2:27][CH2:26]2)=[CH:32][CH:31]=1, predict the reactants needed to synthesize it. The reactants are: [CH3:1][C:2]1[C:7]([NH:8][C:9](=[O:15])[O:10][C:11]([CH3:14])([CH3:13])[CH3:12])=[C:6]([CH3:16])[N:5]=[C:4]([O:17][CH2:18][C:19]([N:21]([CH3:28])[CH:22]2[CH2:27][CH2:26][NH:25][CH2:24][CH2:23]2)=[O:20])[N:3]=1.[Cl:29][C:30]1[CH:37]=[CH:36][C:33]([CH2:34]Br)=[CH:32][CH:31]=1. (2) Given the product [ClH:1].[CH3:18][O:19][C:20]1[CH:21]=[C:22]([CH:25]=[CH:26][CH:27]=1)[CH2:23][NH:24][C:2]1[C:11]2[C:6](=[CH:7][CH:8]=[CH:9][CH:10]=2)[N:5]=[C:4]([N:12]2[CH2:17][CH2:16][CH2:15][CH2:14][CH2:13]2)[N:3]=1, predict the reactants needed to synthesize it. The reactants are: [Cl:1][C:2]1[C:11]2[C:6](=[CH:7][CH:8]=[CH:9][CH:10]=2)[N:5]=[C:4]([N:12]2[CH2:17][CH2:16][CH2:15][CH2:14][CH2:13]2)[N:3]=1.[CH3:18][O:19][C:20]1[CH:21]=[C:22]([CH:25]=[CH:26][CH:27]=1)[CH2:23][NH2:24]. (3) Given the product [NH2:15][C:4]1[CH:3]=[CH:2][CH:1]=[CH:6][C:5]=1[C:7]([CH2:9][CH:10]([NH:14][C:20]1[CH:21]=[CH:22][C:23]([N+:25]([O-:27])=[O:26])=[CH:24][C:19]=1[N+:16]([O-:18])=[O:17])[C:11]([OH:13])=[O:12])=[O:8], predict the reactants needed to synthesize it. The reactants are: [CH:1]1[CH:2]=[CH:3][C:4]([NH2:15])=[C:5]([C:7]([CH2:9][C@H:10]([NH2:14])[C:11]([OH:13])=[O:12])=[O:8])[CH:6]=1.[N+:16]([C:19]1[CH:24]=[C:23]([N+:25]([O-:27])=[O:26])[CH:22]=[CH:21][C:20]=1F)([O-:18])=[O:17].C([O-])(O)=O.[Na+]. (4) Given the product [NH2:15][C:14]1[C:9]2[O:8][CH2:7][C:6](=[O:38])[NH:37][C:10]=2[N:11]=[C:12]([C:16]2[C:24]3[C:19](=[CH:20][CH:21]=[CH:22][CH:23]=3)[N:18]([CH2:25][C:26]3[C:31]([F:32])=[CH:30][C:29]([O:33][CH2:34][CH3:35])=[CH:28][C:27]=3[F:36])[N:17]=2)[N:13]=1, predict the reactants needed to synthesize it. The reactants are: C(O[C:6](=[O:38])[CH2:7][O:8][C:9]1[C:10]([NH2:37])=[N:11][C:12]([C:16]2[C:24]3[C:19](=[CH:20][CH:21]=[CH:22][CH:23]=3)[N:18]([CH2:25][C:26]3[C:31]([F:32])=[CH:30][C:29]([O:33][CH2:34][CH3:35])=[CH:28][C:27]=3[F:36])[N:17]=2)=[N:13][C:14]=1[NH2:15])(C)(C)C.FC(F)(F)C(O)=O.C(OCC)C.